From a dataset of Catalyst prediction with 721,799 reactions and 888 catalyst types from USPTO. Predict which catalyst facilitates the given reaction. (1) Product: [CH2:13]([O:20][C:21]([C:23]1([CH:29]([OH:31])[CH3:30])[CH2:28][CH2:27][CH2:26][O:25][CH2:24]1)=[O:22])[C:14]1[CH:15]=[CH:16][CH:17]=[CH:18][CH:19]=1. The catalyst class is: 7. Reactant: C(NC(C)C)(C)C.C([Li])CCC.[CH2:13]([O:20][C:21]([CH:23]1[CH2:28][CH2:27][CH2:26][O:25][CH2:24]1)=[O:22])[C:14]1[CH:19]=[CH:18][CH:17]=[CH:16][CH:15]=1.[CH:29](=[O:31])[CH3:30]. (2) Reactant: [NH2:1][C:2]1[N:7]=[C:6]([C:8]2[S:12][C:11]3[CH:13]=[CH:14][C:15]([C:17]([OH:19])=O)=[CH:16][C:10]=3[C:9]=2[CH3:20])[CH:5]=[CH:4][N:3]=1.[NH2:21][C:22]1[CH:23]=[C:24]([NH:28][C:29](=[O:31])[CH3:30])[CH:25]=[CH:26][CH:27]=1.CN(C(ON1N=NC2C=CC=NC1=2)=[N+](C)C)C.F[P-](F)(F)(F)(F)F.CN(C=O)C. Product: [C:29]([NH:28][C:24]1[CH:23]=[C:22]([NH:21][C:17]([C:15]2[CH:14]=[CH:13][C:11]3[S:12][C:8]([C:6]4[CH:5]=[CH:4][N:3]=[C:2]([NH2:1])[N:7]=4)=[C:9]([CH3:20])[C:10]=3[CH:16]=2)=[O:19])[CH:27]=[CH:26][CH:25]=1)(=[O:31])[CH3:30]. The catalyst class is: 25. (3) Product: [CH3:17][S:16][C:13]1[N:14]=[CH:15][C:10]2[C:9]3[CH:8]=[CH:7][C:6]([C:18]([O:20][CH3:21])=[O:19])=[CH:5][C:4]=3[N:3]=[C:2]([NH:22][C:23]3[CH:28]=[CH:27][CH:26]=[CH:25][CH:24]=3)[C:11]=2[N:12]=1. The catalyst class is: 37. Reactant: Cl[C:2]1[C:11]2[N:12]=[C:13]([S:16][CH3:17])[N:14]=[CH:15][C:10]=2[C:9]2[CH:8]=[CH:7][C:6]([C:18]([O:20][CH3:21])=[O:19])=[CH:5][C:4]=2[N:3]=1.[NH2:22][C:23]1[CH:28]=[CH:27][CH:26]=[CH:25][CH:24]=1.O. (4) The catalyst class is: 5. Reactant: [NH2:1][CH2:2][C@@H:3]1[C@H:7]([OH:8])[CH2:6][N:5]([CH2:9][CH2:10][N:11]2[C:20]3[C:15](=[CH:16][CH:17]=[C:18]([F:21])[CH:19]=3)[CH:14]=[CH:13][C:12]2=[O:22])[CH2:4]1.[O:23]=[C:24]1[CH2:29][S:28][C:27]2[N:30]=[N:31][C:32]([CH:34]=O)=[CH:33][C:26]=2[NH:25]1.C(Cl)Cl.C(O[BH-](OC(=O)C)OC(=O)C)(=O)C.[Na+]. Product: [F:21][C:18]1[CH:19]=[C:20]2[C:15]([CH:14]=[CH:13][C:12](=[O:22])[N:11]2[CH2:10][CH2:9][N:5]2[CH2:6][C@@H:7]([OH:8])[C@@H:3]([CH2:2][NH:1][CH2:34][C:32]3[N:31]=[N:30][C:27]4[S:28][CH2:29][C:24](=[O:23])[NH:25][C:26]=4[CH:33]=3)[CH2:4]2)=[CH:16][CH:17]=1.